This data is from Catalyst prediction with 721,799 reactions and 888 catalyst types from USPTO. The task is: Predict which catalyst facilitates the given reaction. (1) Reactant: [C:1]([C@H:5]1[CH2:10][CH2:9][C@H:8]([O:11][C:12]2[CH:13]=[C:14]3[C:19](=[CH:20][CH:21]=2)[CH:18]=[C:17]([CH:22]=O)[CH:16]=[CH:15]3)[CH2:7][CH2:6]1)([CH3:4])([CH3:3])[CH3:2].[NH2:24][CH:25]([CH3:32])[CH2:26][C:27]([O:29][CH2:30][CH3:31])=[O:28].C(O)(=O)C.[BH-](OC(C)=O)(OC(C)=O)OC(C)=O.[Na+].C([O-])(O)=O.[Na+]. Product: [C:1]([C@H:5]1[CH2:10][CH2:9][C@H:8]([O:11][C:12]2[CH:13]=[C:14]3[C:19](=[CH:20][CH:21]=2)[CH:18]=[C:17]([CH2:22][NH:24][CH:25]([CH3:32])[CH2:26][C:27]([O:29][CH2:30][CH3:31])=[O:28])[CH:16]=[CH:15]3)[CH2:7][CH2:6]1)([CH3:4])([CH3:3])[CH3:2]. The catalyst class is: 68. (2) Reactant: C(N(CC)CC)C.[CH:8]1([C:14](Cl)=[O:15])[CH2:13][CH2:12][CH2:11][CH2:10][CH2:9]1.[F:17][C:18]1[N:23]=[C:22]([N:24]2[CH2:29][CH2:28][N:27]([CH2:30][CH2:31][NH2:32])[CH2:26][CH2:25]2)[CH:21]=[CH:20][CH:19]=1.C(=O)([O-])[O-].[K+].[K+]. Product: [F:17][C:18]1[N:23]=[C:22]([N:24]2[CH2:29][CH2:28][N:27]([CH2:30][CH2:31][NH:32][C:14]([CH:8]3[CH2:13][CH2:12][CH2:11][CH2:10][CH2:9]3)=[O:15])[CH2:26][CH2:25]2)[CH:21]=[CH:20][CH:19]=1. The catalyst class is: 4. (3) Reactant: P(Cl)(Cl)(Cl)=O.[Br:6][C:7]1[CH:12]=[C:11]([F:13])[C:10]([NH2:14])=[C:9]([F:15])[CH:8]=1.[CH:16]([NH:19][C:20](=O)[CH3:21])([CH3:18])[CH3:17]. Product: [Br:6][C:7]1[CH:12]=[C:11]([F:13])[C:10]([NH:14][C:20](=[N:19][CH:16]([CH3:18])[CH3:17])[CH3:21])=[C:9]([F:15])[CH:8]=1. The catalyst class is: 11.